From a dataset of Forward reaction prediction with 1.9M reactions from USPTO patents (1976-2016). Predict the product of the given reaction. (1) Given the reactants C(O)(=O)C.O.[CH2:6]([N:13]1[CH2:18][CH2:17][N:16]([C:19]2[CH:20]=[C:21]3[C:25](=[CH:26][CH:27]=2)[N:24](C2CCCCO2)[N:23]=[CH:22]3)[CH2:15][CH2:14]1)[C:7]1[CH:12]=[CH:11][CH:10]=[CH:9][CH:8]=1, predict the reaction product. The product is: [CH2:6]([N:13]1[CH2:18][CH2:17][N:16]([C:19]2[CH:20]=[C:21]3[C:25](=[CH:26][CH:27]=2)[NH:24][N:23]=[CH:22]3)[CH2:15][CH2:14]1)[C:7]1[CH:8]=[CH:9][CH:10]=[CH:11][CH:12]=1. (2) The product is: [C:1]([C:4]1[C:22](=[O:23])[C@@:8]2([CH3:24])[C:9]3[C:15]([OH:16])=[CH:14][C:13]([O:17][CH3:18])=[C:12]([C:19]([NH:21][CH2:37][C:30]4[C:31]5[C:36](=[CH:35][CH:34]=[CH:33][CH:32]=5)[C:27]([Br:26])=[CH:28][C:29]=4[CH3:39])=[O:20])[C:10]=3[O:11][C:7]2=[CH:6][C:5]=1[OH:25])(=[O:3])[CH3:2]. Given the reactants [C:1]([C:4]1[C:22](=[O:23])[C@@:8]2([CH3:24])[C:9]3[C:15]([OH:16])=[CH:14][C:13]([O:17][CH3:18])=[C:12]([C:19]([NH2:21])=[O:20])[C:10]=3[O:11][C:7]2=[CH:6][C:5]=1[OH:25])(=[O:3])[CH3:2].[Br:26][C:27]1[C:36]2[C:31](=[CH:32][CH:33]=[CH:34][CH:35]=2)[C:30]([CH:37]=O)=[C:29]([CH3:39])[CH:28]=1.C([SiH](CC)CC)C.FC(F)(F)C(O)=O, predict the reaction product. (3) Given the reactants Br[C:2]1[CH:11]=[C:10]2[C:5]([C:6]([C:12]3[C:13]([C:21]4[CH:26]=[CH:25][CH:24]=[C:23]([CH3:27])[N:22]=4)=[N:14][N:15]4[CH:20]=[CH:19][CH:18]=[CH:17][C:16]=34)=[CH:7][CH:8]=[N:9]2)=[CH:4][CH:3]=1.[C:28]1(P(C2C=CC=CC=2)C2C=CC=CC=2)C=CC=CC=1.[C:47]([O-:50])(=[O:49])C.[Na+].[C]=O, predict the reaction product. The product is: [CH3:28][O:50][C:47]([C:2]1[CH:11]=[C:10]2[C:5]([C:6]([C:12]3[C:13]([C:21]4[CH:26]=[CH:25][CH:24]=[C:23]([CH3:27])[N:22]=4)=[N:14][N:15]4[CH:20]=[CH:19][CH:18]=[CH:17][C:16]=34)=[CH:7][CH:8]=[N:9]2)=[CH:4][CH:3]=1)=[O:49]. (4) Given the reactants N(OC(C)(C)C)=O.[CH2:8]([O:10][C:11]([C:13]1[NH:14][C:15]2[C:20]([CH:21]=1)=[C:19]([O:22][C:23]1[CH:28]=[C:27]([F:29])[C:26]([F:30])=[CH:25][C:24]=1N)[CH:18]=[CH:17][CH:16]=2)=[O:12])[CH3:9], predict the reaction product. The product is: [CH2:8]([O:10][C:11]([C:13]1[NH:14][C:15]2[C:20]([CH:21]=1)=[C:19]([O:22][C:23]1[CH:24]=[CH:25][C:26]([F:30])=[C:27]([F:29])[CH:28]=1)[CH:18]=[CH:17][CH:16]=2)=[O:12])[CH3:9]. (5) Given the reactants [CH3:1][N:2]1[CH:6]=[C:5]([C:7](Cl)=[O:8])[C:4]([C:10]([F:13])([F:12])[F:11])=[N:3]1.[F:14][C:15]1[CH:20]=[CH:19][C:18]([F:21])=[CH:17][C:16]=1[C:22]1[CH:28]=[CH:27][CH:26]=[CH:25][C:23]=1[NH2:24].N1C=CC=CC=1.C(OC)(C)(C)C, predict the reaction product. The product is: [F:14][C:15]1[CH:20]=[CH:19][C:18]([F:21])=[CH:17][C:16]=1[C:22]1[CH:28]=[CH:27][CH:26]=[CH:25][C:23]=1[NH:24][C:7]([C:5]1[C:4]([C:10]([F:13])([F:12])[F:11])=[N:3][N:2]([CH3:1])[CH:6]=1)=[O:8]. (6) The product is: [OH:14][CH2:13][C:12]([NH:11][S:8]([C:6]1[CH:7]=[C:2]([B:22]2[O:23][C:24]([CH3:26])([CH3:25])[C:20]([CH3:36])([CH3:19])[O:21]2)[CH:3]=[CH:4][C:5]=1[O:17][CH3:18])(=[O:10])=[O:9])([CH3:16])[CH3:15]. Given the reactants Br[C:2]1[CH:3]=[CH:4][C:5]([O:17][CH3:18])=[C:6]([S:8]([NH:11][C:12]([CH3:16])([CH3:15])[CH2:13][OH:14])(=[O:10])=[O:9])[CH:7]=1.[CH3:19][C:20]1([CH3:36])[C:24]([CH3:26])([CH3:25])[O:23][B:22]([B:22]2[O:23][C:24]([CH3:26])([CH3:25])[C:20]([CH3:36])([CH3:19])[O:21]2)[O:21]1, predict the reaction product. (7) The product is: [O:13]1[CH2:14][CH2:15][CH:10]([CH2:9][O:8][C:7]2[N:6]=[CH:5][C:4]([S:16]([NH2:19])(=[O:18])=[O:17])=[CH:3][C:2]=2[C:25]2[S:26][CH:27]=[CH:28][N:29]=2)[CH2:11][CH2:12]1. Given the reactants Br[C:2]1[CH:3]=[C:4]([S:16]([NH2:19])(=[O:18])=[O:17])[CH:5]=[N:6][C:7]=1[O:8][CH2:9][CH:10]1[CH2:15][CH2:14][O:13][CH2:12][CH2:11]1.C([Sn](CCCC)(CCCC)[C:25]1[S:26][CH:27]=[CH:28][N:29]=1)CCC, predict the reaction product. (8) Given the reactants [CH:1]1([NH:4][C:5]([NH:7][C:8]2[CH:13]=[CH:12][C:11]([C:14]3[C:15]4[CH2:29][NH:28][CH2:27][C:16]=4[N:17]=[C:18]([N:20]4[CH2:25][CH2:24][O:23][CH2:22][C@@H:21]4[CH3:26])[N:19]=3)=[CH:10][CH:9]=2)=[O:6])[CH2:3][CH2:2]1.CCN(CC)CC.[Br:37][CH2:38][C:39](Br)=[O:40], predict the reaction product. The product is: [Br:37][CH2:38][C:39]([N:28]1[CH2:29][C:15]2[C:14]([C:11]3[CH:12]=[CH:13][C:8]([NH:7][C:5]([NH:4][CH:1]4[CH2:3][CH2:2]4)=[O:6])=[CH:9][CH:10]=3)=[N:19][C:18]([N:20]3[CH2:25][CH2:24][O:23][CH2:22][C@@H:21]3[CH3:26])=[N:17][C:16]=2[CH2:27]1)=[O:40].